This data is from Merck oncology drug combination screen with 23,052 pairs across 39 cell lines. The task is: Regression. Given two drug SMILES strings and cell line genomic features, predict the synergy score measuring deviation from expected non-interaction effect. (1) Drug 1: CS(=O)(=O)CCNCc1ccc(-c2ccc3ncnc(Nc4ccc(OCc5cccc(F)c5)c(Cl)c4)c3c2)o1. Drug 2: CNC(=O)c1cc(Oc2ccc(NC(=O)Nc3ccc(Cl)c(C(F)(F)F)c3)cc2)ccn1. Cell line: A375. Synergy scores: synergy=18.3. (2) Drug 1: C=CCn1c(=O)c2cnc(Nc3ccc(N4CCN(C)CC4)cc3)nc2n1-c1cccc(C(C)(C)O)n1. Drug 2: NC(=O)c1cccc2cn(-c3ccc(C4CCCNC4)cc3)nc12. Cell line: ZR751. Synergy scores: synergy=11.7. (3) Drug 1: COC12C(COC(N)=O)C3=C(C(=O)C(C)=C(N)C3=O)N1CC1NC12. Drug 2: O=C(O)C1(Cc2cccc(Nc3nccs3)n2)CCC(Oc2cccc(Cl)c2F)CC1. Cell line: LOVO. Synergy scores: synergy=-10.3. (4) Drug 1: Cn1nnc2c(C(N)=O)ncn2c1=O. Drug 2: CNC(=O)c1cc(Oc2ccc(NC(=O)Nc3ccc(Cl)c(C(F)(F)F)c3)cc2)ccn1. Cell line: A2058. Synergy scores: synergy=-1.02.